This data is from Full USPTO retrosynthesis dataset with 1.9M reactions from patents (1976-2016). The task is: Predict the reactants needed to synthesize the given product. (1) Given the product [CH3:1][O:2][C:3]([C:4]1[C:5]([C:25]2[CH:26]=[CH:27][C:22]([C:21]([F:32])([F:31])[F:20])=[CH:23][CH:24]=2)=[C:6]([Cl:10])[CH:7]=[CH:8][CH:9]=1)=[O:19], predict the reactants needed to synthesize it. The reactants are: [CH3:1][O:2][C:3](=[O:19])[C:4]1[CH:9]=[CH:8][CH:7]=[C:6]([Cl:10])[C:5]=1OS(C(F)(F)F)(=O)=O.[F:20][C:21]([F:32])([F:31])[C:22]1[CH:27]=[CH:26][C:25](B(O)O)=[CH:24][CH:23]=1. (2) The reactants are: [CH2:1]([O:4][C:5](=[O:14])[CH2:6][C:7]1[CH:12]=[CH:11][CH:10]=[C:9]([OH:13])[CH:8]=1)[CH:2]=[CH2:3].[F:15][C:16]([F:41])([F:40])[C:17]1[CH:18]=[CH:19][C:20]([O:23][C:24]2[CH:29]=[CH:28][C:27]([O:30][C:31]([N:33]3[CH2:38][CH2:37][CH:36](O)[CH2:35][CH2:34]3)=[O:32])=[CH:26][CH:25]=2)=[N:21][CH:22]=1. Given the product [F:41][C:16]([F:15])([F:40])[C:17]1[CH:18]=[CH:19][C:20]([O:23][C:24]2[CH:25]=[CH:26][C:27]([O:30][C:31]([N:33]3[CH2:38][CH2:37][CH:36]([O:13][C:9]4[CH:10]=[CH:11][CH:12]=[C:7]([CH2:6][C:5]([O:4][CH2:1][CH:2]=[CH2:3])=[O:14])[CH:8]=4)[CH2:35][CH2:34]3)=[O:32])=[CH:28][CH:29]=2)=[N:21][CH:22]=1, predict the reactants needed to synthesize it. (3) Given the product [CH:1]1([N:4]2[C:13]3[C:8](=[CH:9][C:10]([O:24][CH2:25][C:26]4[CH:27]=[CH:28][C:29]([O:32][CH3:33])=[CH:30][CH:31]=4)=[C:11]([O:14][CH2:15][C:16]4[CH:17]=[CH:18][C:19]([O:22][CH3:23])=[CH:20][CH:21]=4)[CH:12]=3)[C:7](=[O:34])[C:6]([C:35]([OH:37])=[O:36])=[CH:5]2)[CH2:2][CH2:3]1, predict the reactants needed to synthesize it. The reactants are: [CH:1]1([N:4]2[C:13]3[C:8](=[CH:9][C:10]([O:24][CH2:25][C:26]4[CH:31]=[CH:30][C:29]([O:32][CH3:33])=[CH:28][CH:27]=4)=[C:11]([O:14][CH2:15][C:16]4[CH:21]=[CH:20][C:19]([O:22][CH3:23])=[CH:18][CH:17]=4)[CH:12]=3)[C:7](=[O:34])[C:6]([C:35]([O:37]CC3C=CC(OC)=CC=3)=[O:36])=[CH:5]2)[CH2:3][CH2:2]1.[OH-].[K+]. (4) Given the product [O:4]1[CH2:2][CH:3]1[C:5]1[O:6][C:7]([C:10]2[CH:15]=[CH:14][CH:13]=[CH:12][N:11]=2)=[CH:8][N:9]=1, predict the reactants needed to synthesize it. The reactants are: Cl[CH2:2][CH:3]([C:5]1[O:6][C:7]([C:10]2[CH:15]=[CH:14][CH:13]=[CH:12][N:11]=2)=[CH:8][N:9]=1)[OH:4].[OH-].[Na+]. (5) Given the product [CH3:23][N:16]1[CH2:17][CH:18]2[CH2:21][CH2:22][C:15]1([CH:8]([C:9]1[CH:14]=[CH:13][CH:12]=[CH:11][CH:10]=1)[NH2:7])[CH2:20][CH2:19]2, predict the reactants needed to synthesize it. The reactants are: CC(S([NH:7][CH:8]([C:15]12[CH2:22][CH2:21][CH:18]([CH2:19][CH2:20]1)[CH2:17][N:16]2[CH3:23])[C:9]1[CH:14]=[CH:13][CH:12]=[CH:11][CH:10]=1)=O)(C)C.Cl.O1CCOCC1. (6) Given the product [CH2:6]([NH:13][CH2:4][C:2]([CH3:3])([OH:5])[CH3:1])[C:7]1[CH:12]=[CH:11][CH:10]=[CH:9][CH:8]=1, predict the reactants needed to synthesize it. The reactants are: [CH3:1][C:2]1([O:5][CH2:4]1)[CH3:3].[CH2:6]([NH2:13])[C:7]1[CH:12]=[CH:11][CH:10]=[CH:9][CH:8]=1.